The task is: Predict the product of the given reaction.. This data is from Forward reaction prediction with 1.9M reactions from USPTO patents (1976-2016). Given the reactants Cl[C:2]1[C:3]([NH:18][C:19]2[CH:23]=[C:22]([O:24][CH3:25])[NH:21][N:20]=2)=[N:4][C:5]([NH:8][C@H:9]([C:11]2[N:16]=[CH:15][C:14]([F:17])=[CH:13][N:12]=2)[CH3:10])=[N:6][CH:7]=1.[Cl:26]C1N=C(NC2C=C(OC)NN=2)C=C(Cl)N=1.CCN(C(C)C)C(C)C, predict the reaction product. The product is: [Cl:26][C:7]1[N:6]=[C:5]([NH:8][C@H:9]([C:11]2[N:16]=[CH:15][C:14]([F:17])=[CH:13][N:12]=2)[CH3:10])[N:4]=[C:3]([NH:18][C:19]2[CH:23]=[C:22]([O:24][CH3:25])[NH:21][N:20]=2)[CH:2]=1.